This data is from Full USPTO retrosynthesis dataset with 1.9M reactions from patents (1976-2016). The task is: Predict the reactants needed to synthesize the given product. (1) Given the product [CH3:4][N:5]([C:6]1[CH:14]=[CH:13][C:9]([NH:10]/[CH:11]=[C:3]2\[C:4](=[O:16])[NH:5][C:6]3[C:14]\2=[C:13]2[S:12][CH:11]=[N:10][C:9]2=[CH:8][CH:7]=3)=[CH:8][CH:7]=1)[C:18](=[O:20])[CH3:19], predict the reactants needed to synthesize it. The reactants are: CN(C)[CH:3]1[C:14]2[C:6](=[CH:7][CH:8]=[C:9]3[C:13]=2[S:12](=C)[CH:11]=[N:10]3)[NH:5][C:4]1=[O:16].[CH2:18]([OH:20])[CH3:19]. (2) Given the product [O:47]1[CH2:51][CH2:50][CH:49]([CH2:52][NH:53][C:13]([C:10]2[CH:9]=[C:8]([CH2:7][O:6][C:5]3[CH:4]=[CH:3][C:2]([Br:1])=[CH:17][CH:16]=3)[O:12][N:11]=2)=[O:15])[CH2:48]1, predict the reactants needed to synthesize it. The reactants are: [Br:1][C:2]1[CH:17]=[CH:16][C:5]([O:6][CH2:7][C:8]2[O:12][N:11]=[C:10]([C:13]([OH:15])=O)[CH:9]=2)=[CH:4][CH:3]=1.C(N(CC)CC)C.Cl.C(N=C=NCCCN(C)C)C.ON1C2C=CC=CC=2N=N1.[O:47]1[CH2:51][CH2:50][CH:49]([CH2:52][NH2:53])[CH2:48]1. (3) The reactants are: Br[C:2]1[CH:6]=[CH:5][N:4]([CH3:7])[N:3]=1.[Li]C(C)(C)C.[Cl:13][C:14]1[C:15]2[C:16](=[N:20][N:21]([CH2:23][C:24]3[CH:29]=[CH:28][C:27]([C:30](=[O:32])[CH3:31])=[CH:26][CH:25]=3)[CH:22]=2)[N:17]=[CH:18][N:19]=1. Given the product [Cl:13][C:14]1[C:15]2[C:16](=[N:20][N:21]([CH2:23][C:24]3[CH:29]=[CH:28][C:27]([C:30]([C:2]4[CH:6]=[CH:5][N:4]([CH3:7])[N:3]=4)([OH:32])[CH3:31])=[CH:26][CH:25]=3)[CH:22]=2)[N:17]=[CH:18][N:19]=1, predict the reactants needed to synthesize it. (4) The reactants are: Br[C:2]1[CH:7]=[CH:6][N:5]=[C:4]([S:8][CH3:9])[N:3]=1.C(=O)([O-])[O-].[K+].[K+].[C:16]1([CH3:25])[CH:21]=[CH:20][CH:19]=[CH:18][C:17]=1B(O)O. Given the product [CH3:9][S:8][C:4]1[N:3]=[C:2]([C:17]2[CH:18]=[CH:19][CH:20]=[CH:21][C:16]=2[CH3:25])[CH:7]=[CH:6][N:5]=1, predict the reactants needed to synthesize it. (5) Given the product [Cl:1][CH2:2][C:3]([N:5]([CH2:16][C:17]([OH:19])=[O:18])[C:6]1[CH:11]=[CH:10][CH:9]=[C:8]([C:12]([F:13])([F:14])[F:15])[CH:7]=1)=[O:4], predict the reactants needed to synthesize it. The reactants are: [Cl:1][CH2:2][C:3]([N:5]([CH2:16][C:17]([O:19]C(C)(C)C)=[O:18])[C:6]1[CH:11]=[CH:10][CH:9]=[C:8]([C:12]([F:15])([F:14])[F:13])[CH:7]=1)=[O:4].C(O)(C(F)(F)F)=O. (6) Given the product [CH3:19][O:18][C:13]1[CH:14]=[CH:15][CH:16]=[CH:17][C:12]=1[C:11]1[NH:2][C:1](=[O:21])[C:3]2[C:4](=[CH:5][C:6]([CH3:9])=[CH:7][CH:8]=2)[N:10]=1, predict the reactants needed to synthesize it. The reactants are: [C:1]([C:3]1[CH:8]=[CH:7][C:6]([CH3:9])=[CH:5][C:4]=1[NH:10][C:11](=O)[C:12]1[CH:17]=[CH:16][CH:15]=[CH:14][C:13]=1[O:18][CH3:19])#[N:2].[OH-:21].[Na+].OO. (7) Given the product [C:12]([C:6]1[CH:5]=[C:4]2[C:9]([CH:10]=[CH:11][C:2](=[O:1])[N:3]2[CH2:19][CH2:20][N:21]2[CH2:26][CH2:25][C@@H:24]([NH:27][C:28](=[O:29])[O:30][C:31]([CH3:32])([CH3:34])[CH3:33])[C@@H:23]([O:35][CH3:36])[CH2:22]2)=[CH:8][CH:7]=1)#[N:13], predict the reactants needed to synthesize it. The reactants are: [O:1]=[C:2]1[CH:11]=[CH:10][C:9]2[C:4](=[CH:5][C:6]([C:12]#[N:13])=[CH:7][CH:8]=2)[NH:3]1.CS(O[CH2:19][CH2:20][N:21]1[CH2:26][CH2:25][C@@H:24]([NH:27][C:28]([O:30][C:31]([CH3:34])([CH3:33])[CH3:32])=[O:29])[C@@H:23]([O:35][CH3:36])[CH2:22]1)(=O)=O.[H-].[Na+].CO[C@@H]1[C@H](NC(=O)OC(C)(C)C)CCN(CCN2C3C(=CC=C(OC)C=3)N=CC2=O)C1. (8) Given the product [OH:1][C:2]1[C:22]([CH3:25])=[CH:21][CH:20]=[CH:19][C:3]=1[C:4]([NH:6][CH2:7][C:8]1[NH:12][N:11]=[C:10]([C:13]2[CH:18]=[CH:17][N:16]=[CH:15][CH:14]=2)[CH:9]=1)=[O:5], predict the reactants needed to synthesize it. The reactants are: [OH:1][C:2]1[CH:22]=[C:21](O)[CH:20]=[CH:19][C:3]=1[C:4]([NH:6][CH2:7][C:8]1[NH:12][N:11]=[C:10]([C:13]2[CH:18]=[CH:17][N:16]=[CH:15][CH:14]=2)[CH:9]=1)=[O:5].O[C:25]1C(C)=CC=CC=1C(O)=O.OC1C=C(O)C=CC=1C(O)=O. (9) The reactants are: C([N:5]1[C:9](=[O:10])[C:8]([NH:11][CH2:12][CH2:13][CH2:14][CH2:15][C:16]2[CH:21]=[CH:20][CH:19]=[CH:18][CH:17]=2)=[C:7]([C:22]2[CH:27]=[CH:26][CH:25]=[CH:24][CH:23]=2)[S:6]1(=[O:29])=[O:28])(C)(C)C.Br[CH2:31][CH:32]1[CH2:36][CH2:35][CH2:34][O:33]1.C([O-])([O-])=O.[K+].[K+]. Given the product [C:22]1([C:7]2[S:6](=[O:29])(=[O:28])[N:5]([CH2:31][CH:32]3[CH2:36][CH2:35][CH2:34][O:33]3)[C:9](=[O:10])[C:8]=2[NH:11][CH2:12][CH2:13][CH2:14][CH2:15][C:16]2[CH:17]=[CH:18][CH:19]=[CH:20][CH:21]=2)[CH:23]=[CH:24][CH:25]=[CH:26][CH:27]=1, predict the reactants needed to synthesize it.